From a dataset of Full USPTO retrosynthesis dataset with 1.9M reactions from patents (1976-2016). Predict the reactants needed to synthesize the given product. (1) Given the product [CH2:21]([O:20][C:18](=[O:19])[C:17]([C:2]1[CH:11]=[CH:10][CH:9]=[CH:8][C:3]=1[C:4]([O:6][CH3:7])=[O:5])([F:24])[F:23])[CH3:22], predict the reactants needed to synthesize it. The reactants are: I[C:2]1[CH:11]=[CH:10][CH:9]=[CH:8][C:3]=1[C:4]([O:6][CH3:7])=[O:5].CS(C)=O.Br[C:17]([F:24])([F:23])[C:18]([O:20][CH2:21][CH3:22])=[O:19]. (2) Given the product [NH2:1][C:2]1[C:3]([Br:20])=[C:4]2[C:8]([C:7]3[C:6]([CH2:18][CH3:19])([CH2:5]2)[CH2:12][CH2:13][C:14](=[O:17])[C:15]=3[CH3:16])=[CH:9][CH:10]=1, predict the reactants needed to synthesize it. The reactants are: [NH2:1][C:2]1[C:3]([Br:20])=[C:4]2[C:8](=[CH:9][CH:10]=1)[C:7](=O)[C:6]([CH2:18][CH3:19])([CH2:12][CH2:13][C:14](=[O:17])[CH2:15][CH3:16])[CH2:5]2.C([O-])([O-])=O.[K+].[K+]. (3) Given the product [Cl:32][C:27]1[CH:28]=[C:29]2[C:24](=[CH:25][CH:26]=1)[C:23](=[O:33])[N:22]([C:18]1[CH:17]=[C:16]([NH:39][S:36]([CH2:34][CH3:35])(=[O:38])=[O:37])[CH:21]=[N:20][CH:19]=1)[CH2:31][CH2:30]2, predict the reactants needed to synthesize it. The reactants are: N1CCC[C@H]1C(O)=O.C([O-])([O-])=O.[Cs+].[Cs+].Br[C:16]1[CH:17]=[C:18]([N:22]2[CH2:31][CH2:30][C:29]3[C:24](=[CH:25][CH:26]=[C:27]([Cl:32])[CH:28]=3)[C:23]2=[O:33])[CH:19]=[N:20][CH:21]=1.[CH2:34]([S:36]([NH2:39])(=[O:38])=[O:37])[CH3:35]. (4) Given the product [NH:18]1[CH:19]=[N:20][C:16]([C:12]2[CH:11]=[C:10]3[C:15](=[CH:14][CH:13]=2)[NH:7][N:8]=[C:9]3[C:40]2[CH:45]=[CH:44][C:43]([NH:46][C:51](=[O:52])[CH2:50][N:49]([CH3:54])[CH3:48])=[CH:42][CH:41]=2)=[N:17]1, predict the reactants needed to synthesize it. The reactants are: O1CCCCC1[N:7]1[C:15]2[C:10](=[CH:11][C:12]([C:16]3[N:20]=[CH:19][N:18](C(C4C=CC=CC=4)(C4C=CC=CC=4)C4C=CC=CC=4)[N:17]=3)=[CH:13][CH:14]=2)[C:9]([C:40]2[CH:45]=[CH:44][C:43]([NH2:46])=[CH:42][CH:41]=2)=[N:8]1.Cl.[CH3:48][N:49]([CH3:54])[CH2:50][C:51](O)=[O:52].ON1C2C=CC=CC=2N=N1.Cl.C(N=C=NCCCN(C)C)C. (5) Given the product [O:13]1[C:12]2([CH2:11][CH2:10][CH:9]([C:2]3[CH:3]=[C:4]([OH:6])[N:21]4[N:22]=[CH:23][CH:24]=[C:20]4[N:19]=3)[CH2:18][CH2:17]2)[O:16][CH2:15][CH2:14]1, predict the reactants needed to synthesize it. The reactants are: O=[C:2]([CH:9]1[CH2:18][CH2:17][C:12]2([O:16][CH2:15][CH2:14][O:13]2)[CH2:11][CH2:10]1)[CH2:3][C:4]([O:6]CC)=O.[NH2:19][C:20]1[CH:24]=[CH:23][NH:22][N:21]=1. (6) The reactants are: [OH:1][C:2]([C:4]([F:7])([F:6])[F:5])=[O:3].[CH3:8][CH:9]1[CH2:14][CH2:13][N:12]([C:15]([C:17]2[CH:25]=[CH:24][C:23]3[N:22]([S:26]([C:29]4[CH:38]=[CH:37][CH:36]=[CH:35][C:30]=4[C:31]([O:33]C)=[O:32])(=[O:28])=[O:27])[C:21]4[CH2:39][CH2:40][N:41]([CH:43]5[CH2:48][CH2:47][O:46][CH2:45][CH2:44]5)[CH2:42][C:20]=4[C:19]=3[CH:18]=2)=[O:16])[CH2:11][CH2:10]1.[OH-].[Na+]. Given the product [CH3:8][CH:9]1[CH2:10][CH2:11][N:12]([C:15]([C:17]2[CH:25]=[CH:24][C:23]3[N:22]([S:26]([C:29]4[CH:38]=[CH:37][CH:36]=[CH:35][C:30]=4[C:31]([OH:33])=[O:32])(=[O:27])=[O:28])[C:21]4[CH2:39][CH2:40][N:41]([CH:43]5[CH2:44][CH2:45][O:46][CH2:47][CH2:48]5)[CH2:42][C:20]=4[C:19]=3[CH:18]=2)=[O:16])[CH2:13][CH2:14]1.[C:2]([OH:3])([C:4]([F:7])([F:6])[F:5])=[O:1], predict the reactants needed to synthesize it. (7) Given the product [Cl:1][C:2]1[CH:10]=[CH:9][C:5]2=[N:6][Se:7][N:8]=[C:4]2[C:3]=1[N+:11]([O-:13])=[O:12], predict the reactants needed to synthesize it. The reactants are: [Cl:1][C:2]1[CH:10]=[CH:9][C:5]2=[N:6][Se:7][N:8]=[C:4]2[CH:3]=1.[N+:11]([O-])([OH:13])=[O:12]. (8) Given the product [CH:2]([N:4]1[C:8]([C:9]2[C:14]([CH2:15][O:16][C:20]3[C:21]([CH:28]=[O:29])=[C:22]([NH:26][CH3:27])[N:23]=[CH:24][CH:25]=3)=[CH:13][CH:12]=[CH:11][N:10]=2)=[CH:7][CH:6]=[N:5]1)([CH3:1])[CH3:3], predict the reactants needed to synthesize it. The reactants are: [CH3:1][CH:2]([N:4]1[C:8]([C:9]2[C:14]([CH2:15][OH:16])=[CH:13][CH:12]=[CH:11][N:10]=2)=[CH:7][CH:6]=[N:5]1)[CH3:3].[H-].[Na+].Cl[C:20]1[CH:25]=[CH:24][N:23]=[C:22]([NH:26][CH3:27])[C:21]=1[CH:28]=[O:29].